Dataset: CYP3A4 inhibition data for predicting drug metabolism from PubChem BioAssay. Task: Regression/Classification. Given a drug SMILES string, predict its absorption, distribution, metabolism, or excretion properties. Task type varies by dataset: regression for continuous measurements (e.g., permeability, clearance, half-life) or binary classification for categorical outcomes (e.g., BBB penetration, CYP inhibition). Dataset: cyp3a4_veith. (1) The molecule is CCOc1cc(NC(=S)Nc2cccc(C)c2)c(OCC)cc1NC(=O)CC(C)C. The result is 1 (inhibitor). (2) The drug is C[C@H]1OC[C@@H](C[N+](C)(C)C)O1. The result is 0 (non-inhibitor).